The task is: Predict which catalyst facilitates the given reaction.. This data is from Catalyst prediction with 721,799 reactions and 888 catalyst types from USPTO. Reactant: [NH2:1][C:2]1[CH:7]=[CH:6][C:5]([C:8]2[C:16]3[C:15]([NH2:17])=[N:14][CH:13]=[N:12][C:11]=3[N:10]([CH:18]3[CH2:22][CH2:21][CH2:20][CH2:19]3)[CH:9]=2)=[CH:4][C:3]=1[O:23][CH3:24].N1C=CC=CC=1.[S:31]1[CH:35]=[CH:34][CH:33]=[C:32]1[CH2:36][C:37](Cl)=[O:38]. Product: [NH2:17][C:15]1[C:16]2[C:8]([C:5]3[CH:6]=[CH:7][C:2]([NH:1][C:37](=[O:38])[CH2:36][C:32]4[S:31][CH:35]=[CH:34][CH:33]=4)=[C:3]([O:23][CH3:24])[CH:4]=3)=[CH:9][N:10]([CH:18]3[CH2:22][CH2:21][CH2:20][CH2:19]3)[C:11]=2[N:12]=[CH:13][N:14]=1. The catalyst class is: 4.